Dataset: NCI-60 drug combinations with 297,098 pairs across 59 cell lines. Task: Regression. Given two drug SMILES strings and cell line genomic features, predict the synergy score measuring deviation from expected non-interaction effect. (1) Drug 1: CC1=C2C(C(=O)C3(C(CC4C(C3C(C(C2(C)C)(CC1OC(=O)C(C(C5=CC=CC=C5)NC(=O)OC(C)(C)C)O)O)OC(=O)C6=CC=CC=C6)(CO4)OC(=O)C)OC)C)OC. Drug 2: CCC1(CC2CC(C3=C(CCN(C2)C1)C4=CC=CC=C4N3)(C5=C(C=C6C(=C5)C78CCN9C7C(C=CC9)(C(C(C8N6C)(C(=O)OC)O)OC(=O)C)CC)OC)C(=O)OC)O.OS(=O)(=O)O. Cell line: CCRF-CEM. Synergy scores: CSS=41.1, Synergy_ZIP=-8.67, Synergy_Bliss=-11.4, Synergy_Loewe=-14.7, Synergy_HSA=-10.3. (2) Drug 1: CS(=O)(=O)C1=CC(=C(C=C1)C(=O)NC2=CC(=C(C=C2)Cl)C3=CC=CC=N3)Cl. Drug 2: CN(C)N=NC1=C(NC=N1)C(=O)N. Cell line: DU-145. Synergy scores: CSS=5.08, Synergy_ZIP=-0.861, Synergy_Bliss=3.52, Synergy_Loewe=0.0536, Synergy_HSA=0.607. (3) Drug 1: CCCCC(=O)OCC(=O)C1(CC(C2=C(C1)C(=C3C(=C2O)C(=O)C4=C(C3=O)C=CC=C4OC)O)OC5CC(C(C(O5)C)O)NC(=O)C(F)(F)F)O. Drug 2: CC(C)(C#N)C1=CC(=CC(=C1)CN2C=NC=N2)C(C)(C)C#N. Cell line: NCI-H522. Synergy scores: CSS=52.2, Synergy_ZIP=1.16, Synergy_Bliss=0.423, Synergy_Loewe=1.93, Synergy_HSA=2.45. (4) Synergy scores: CSS=2.46, Synergy_ZIP=11.9, Synergy_Bliss=16.0, Synergy_Loewe=13.6, Synergy_HSA=13.8. Drug 2: C(CN)CNCCSP(=O)(O)O. Drug 1: CCC1(CC2CC(C3=C(CCN(C2)C1)C4=CC=CC=C4N3)(C5=C(C=C6C(=C5)C78CCN9C7C(C=CC9)(C(C(C8N6C=O)(C(=O)OC)O)OC(=O)C)CC)OC)C(=O)OC)O.OS(=O)(=O)O. Cell line: NCI-H460. (5) Drug 1: COC1=C(C=C2C(=C1)N=CN=C2NC3=CC(=C(C=C3)F)Cl)OCCCN4CCOCC4. Drug 2: C1=CC=C(C=C1)NC(=O)CCCCCCC(=O)NO. Cell line: NCI-H522. Synergy scores: CSS=47.0, Synergy_ZIP=3.34, Synergy_Bliss=5.80, Synergy_Loewe=4.35, Synergy_HSA=7.88.